This data is from Full USPTO retrosynthesis dataset with 1.9M reactions from patents (1976-2016). The task is: Predict the reactants needed to synthesize the given product. (1) Given the product [OH:20]/[C:14](=[C:4]1\[CH:5]2[C:8]([CH3:10])([CH3:9])[C:1]([CH3:11])([C:2]\1=[O:3])[CH2:7][CH2:6]2)/[C:15]([O:17][CH2:18][CH3:19])=[O:16], predict the reactants needed to synthesize it. The reactants are: [C@@:1]12([CH3:11])[C:8]([CH3:10])([CH3:9])[CH:5]([CH2:6][CH2:7]1)[CH2:4][C:2]2=[O:3].[H-].[Na+].[C:14](OCC)(=[O:20])[C:15]([O:17][CH2:18][CH3:19])=[O:16]. (2) Given the product [Br:1][C:2]1[CH:3]=[CH:4][C:5]([C:8]2[C:9](=[O:17])[NH:10][C:11]3([CH2:16][CH2:15][CH2:14][CH2:13]3)[N:12]=2)=[CH:6][CH:7]=1, predict the reactants needed to synthesize it. The reactants are: [Br:1][C:2]1[CH:7]=[CH:6][C:5]([CH:8]2[NH:12][C:11]3([CH2:16][CH2:15][CH2:14][CH2:13]3)[NH:10][C:9]2=[O:17])=[CH:4][CH:3]=1.BrN1C(=O)CCC1=O.C(=O)([O-])O.[Na+]. (3) Given the product [CH3:48][O:47][C:44]1[CH:43]=[CH:42][C:41]([CH2:40][N:30]([CH2:31][C:32]2[CH:33]=[CH:34][C:35]([O:38][CH3:39])=[CH:36][CH:37]=2)[C:24]2[C:23]([NH:49][C:5](=[O:6])[CH2:4][O:3][CH2:1][CH3:2])=[C:22]([NH:21][CH2:20][C:18]3[O:17][N:16]=[C:15]([C:12]4[CH:13]=[CH:14][C:9]([F:8])=[CH:10][CH:11]=4)[CH:19]=3)[C:27]([CH3:28])=[C:26]([CH3:29])[N:25]=2)=[CH:46][CH:45]=1, predict the reactants needed to synthesize it. The reactants are: [CH2:1]([O:3][CH2:4][C:5](Cl)=[O:6])[CH3:2].[F:8][C:9]1[CH:14]=[CH:13][C:12]([C:15]2[CH:19]=[C:18]([CH2:20][NH:21][C:22]3[C:27]([CH3:28])=[C:26]([CH3:29])[N:25]=[C:24]([N:30]([CH2:40][C:41]4[CH:46]=[CH:45][C:44]([O:47][CH3:48])=[CH:43][CH:42]=4)[CH2:31][C:32]4[CH:37]=[CH:36][C:35]([O:38][CH3:39])=[CH:34][CH:33]=4)[C:23]=3[NH2:49])[O:17][N:16]=2)=[CH:11][CH:10]=1.C(N(CC)CC)C. (4) Given the product [CH3:17][O:18][C:19]1[CH:24]=[CH:23][C:22]([O:25][C:2]2[CH:3]=[C:4]([C:11]3[CH:16]=[CH:15][CH:14]=[CH:13][CH:12]=3)[CH:5]=[CH:6][C:7]=2[N+:8]([O-:10])=[O:9])=[CH:21][CH:20]=1, predict the reactants needed to synthesize it. The reactants are: F[C:2]1[CH:3]=[C:4]([C:11]2[CH:16]=[CH:15][CH:14]=[CH:13][CH:12]=2)[CH:5]=[CH:6][C:7]=1[N+:8]([O-:10])=[O:9].[CH3:17][O:18][C:19]1[CH:24]=[CH:23][C:22]([OH:25])=[CH:21][CH:20]=1.C([O-])([O-])=O.[Cs+].[Cs+].